From a dataset of Forward reaction prediction with 1.9M reactions from USPTO patents (1976-2016). Predict the product of the given reaction. (1) Given the reactants [C:1]([C:4]1[CH:27]=[CH:26][C:7]([O:8][CH2:9][C:10]2[CH:15]=[CH:14][C:13]([CH:16]([OH:25])[C:17]3[CH:18]=[C:19]([CH:22]=[CH:23][CH:24]=3)[C:20]#N)=[CH:12][CH:11]=2)=[C:6]([CH2:28][CH2:29][CH3:30])[C:5]=1[OH:31])(=[O:3])[CH3:2].[OH-:32].[K+].C(O)C.Cl.[OH2:38], predict the reaction product. The product is: [C:1]([C:4]1[CH:27]=[CH:26][C:7]([O:8][CH2:9][C:10]2[CH:15]=[CH:14][C:13]([CH:16]([OH:25])[C:17]3[CH:18]=[C:19]([CH:22]=[CH:23][CH:24]=3)[C:20]([OH:38])=[O:32])=[CH:12][CH:11]=2)=[C:6]([CH2:28][CH2:29][CH3:30])[C:5]=1[OH:31])(=[O:3])[CH3:2]. (2) Given the reactants C1(P(C2C=CC=CC=2)C2C=CC=CC=2)C=CC=CC=1.[C:20]([C:24]#[CH:25])([CH3:23])([CH3:22])[CH3:21].Cl[C:27]1[C:32]([C:33]#[N:34])=[CH:31][CH:30]=[C:29]([C:35]([CH3:38])([CH3:37])[CH3:36])[N:28]=1, predict the reaction product. The product is: [C:35]([C:29]1[CH:30]=[CH:31][C:32]([C:33]#[N:34])=[C:27]([C:25]#[C:24][C:20]([CH3:23])([CH3:22])[CH3:21])[N:28]=1)([CH3:38])([CH3:37])[CH3:36].